Predict the product of the given reaction. From a dataset of Forward reaction prediction with 1.9M reactions from USPTO patents (1976-2016). (1) Given the reactants C(O[BH-](OC(=O)C)OC(=O)C)(=O)C.[Na+].[NH2:15][C:16]1[CH:17]=[CH:18][C:19]2[O:23][C:22]([N:24]3[CH:30]4[CH2:31][CH2:32][N:27]([CH2:28][CH2:29]4)[CH2:26][CH2:25]3)=[N:21][C:20]=2[CH:33]=1.[CH:34](=O)[C:35]1[CH:40]=[CH:39][CH:38]=[CH:37][CH:36]=1.[OH-].[Na+], predict the reaction product. The product is: [CH2:34]([NH:15][C:16]1[CH:17]=[CH:18][C:19]2[O:23][C:22]([N:24]3[CH:30]4[CH2:29][CH2:28][N:27]([CH2:32][CH2:31]4)[CH2:26][CH2:25]3)=[N:21][C:20]=2[CH:33]=1)[C:35]1[CH:40]=[CH:39][CH:38]=[CH:37][CH:36]=1. (2) Given the reactants [CH3:1][C:2]1([CH3:17])[C:10]2[C:5](=[CH:6][C:7]([N:11]3[CH2:16][CH2:15][O:14][CH2:13][CH2:12]3)=[CH:8][CH:9]=2)[NH:4][CH2:3]1.Cl[C:19]1[C:28]2[C:23](=[CH:24][CH:25]=[CH:26][CH:27]=2)[N:22]=[C:21]([C:29]2[CH:34]=[CH:33][CH:32]=[CH:31][C:30]=2[F:35])[C:20]=1[CH3:36].C(=O)([O-])[O-].[Cs+].[Cs+].C1C=CC(P(C2C(C3C(P(C4C=CC=CC=4)C4C=CC=CC=4)=CC=C4C=3C=CC=C4)=C3C(C=CC=C3)=CC=2)C2C=CC=CC=2)=CC=1, predict the reaction product. The product is: [CH3:1][C:2]1([CH3:17])[C:10]2[C:5](=[CH:6][C:7]([N:11]3[CH2:16][CH2:15][O:14][CH2:13][CH2:12]3)=[CH:8][CH:9]=2)[N:4]([C:19]2[C:28]3[C:23](=[CH:24][CH:25]=[CH:26][CH:27]=3)[N:22]=[C:21]([C:29]3[CH:34]=[CH:33][CH:32]=[CH:31][C:30]=3[F:35])[C:20]=2[CH3:36])[CH2:3]1. (3) Given the reactants CNC(=O)C1C=CC=C([C:10]2[CH:15]=[CH:14][C:13]([O:16][C@@H:17]3[C@@H:22]([OH:23])[C@@H:21]([OH:24])[C@H:20]([OH:25])[C@@H:19]([CH2:26][OH:27])[O:18]3)=[C:12]([CH3:28])[CH:11]=2)C=1.C(O[C@@H]1[C@@H](OC(=O)C)[C@@H](COC(=O)C)O[C@H](OC2C=CC(Br)=CC=2C)[C@H]1CC([O-])=O)(=O)C.[CH3:62][O:63][C:64]([C:66]1[CH:67]=[C:68](B(O)O)[CH:69]=[CH:70][CH:71]=1)=[O:65], predict the reaction product. The product is: [CH3:28][C:12]1[CH:11]=[C:10]([C:68]2[CH:67]=[C:66]([CH:71]=[CH:70][CH:69]=2)[C:64]([O:63][CH3:62])=[O:65])[CH:15]=[CH:14][C:13]=1[O:16][C@@H:17]1[C@@H:22]([OH:23])[C@@H:21]([OH:24])[C@H:20]([OH:25])[C@@H:19]([CH2:26][OH:27])[O:18]1.